This data is from Forward reaction prediction with 1.9M reactions from USPTO patents (1976-2016). The task is: Predict the product of the given reaction. (1) Given the reactants [Si]([O:8][C:9]1[CH:18]=[C:17]2[C:12]([N:13]=[CH:14][C:15]([C:19]3[CH:24]=[CH:23][C:22]([N+:25]([O-:27])=[O:26])=[CH:21][CH:20]=3)=[N:16]2)=[CH:11][CH:10]=1)(C(C)(C)C)(C)C.[F-].C([N+](CCCC)(CCCC)CCCC)CCC, predict the reaction product. The product is: [N+:25]([C:22]1[CH:21]=[CH:20][C:19]([C:15]2[CH:14]=[N:13][C:12]3[C:17]([N:16]=2)=[CH:18][C:9]([OH:8])=[CH:10][CH:11]=3)=[CH:24][CH:23]=1)([O-:27])=[O:26]. (2) Given the reactants [C:1]([N:4]1[C:12]2[C:7](=[CH:8][CH:9]=[CH:10][CH:11]=2)[CH2:6][C:5]1=O)(=[O:3])[CH3:2].I[CH3:15].[C:16](=[O:19])([O-])[O-].[K+].[K+], predict the reaction product. The product is: [C:1]([N:4]1[C:12]2[C:7](=[CH:8][CH:9]=[CH:10][CH:11]=2)[C:6]([CH3:15])([CH3:5])[C:16]1=[O:19])(=[O:3])[CH3:2]. (3) Given the reactants Cl[CH2:2][C:3]([NH:5][CH2:6][CH2:7][CH2:8][CH2:9][CH2:10][CH2:11][NH:12][C:13](=[O:16])[CH2:14]Cl)=[O:4].C(N([CH2:22][CH3:23])CC)C.[CH2:24]([O:31][CH2:32][C:33]([OH:35])=[O:34])[C:25]1[CH:30]=[CH:29][CH:28]=[CH:27][CH:26]=1.[OH2:36], predict the reaction product. The product is: [CH2:24]([O:31][CH2:32][C:33]([O:35][CH2:2][C:3]([NH:5][CH2:6][CH2:7][CH2:8][CH2:9][CH2:10][CH2:11][NH:12][C:13]([CH2:14][O:36][C:33](=[O:34])[CH2:32][O:31][CH2:24][C:23]1[CH:22]=[CH:27][CH:26]=[CH:25][CH:30]=1)=[O:16])=[O:4])=[O:34])[C:25]1[CH:30]=[CH:29][CH:28]=[CH:27][CH:26]=1. (4) The product is: [CH3:18][S:19]([NH:10][C:5]1[S:6][CH:7]=[CH:8][C:9]=1[C:23]([O:27][CH3:26])=[O:24])(=[O:21])=[O:20]. Given the reactants COC([C:5]1([NH2:10])[CH2:9][CH:8]=[CH:7][S:6]1)=O.C(N(CC)CC)C.[CH3:18][S:19](Cl)(=[O:21])=[O:20].[CH3:23][O-:24].[Na+].[CH3:26][OH:27], predict the reaction product.